Dataset: Full USPTO retrosynthesis dataset with 1.9M reactions from patents (1976-2016). Task: Predict the reactants needed to synthesize the given product. (1) Given the product [CH3:1][O:2][C:3]1[CH:11]=[C:10]2[C:6]([C:7]([C:17]#[N:16])=[CH:8][NH:9]2)=[CH:5][CH:4]=1, predict the reactants needed to synthesize it. The reactants are: [CH3:1][O:2][C:3]1[CH:11]=[C:10]2[C:6]([CH:7]=[CH:8][NH:9]2)=[CH:5][CH:4]=1.ClS([N:16]=[C:17]=O)(=O)=O. (2) Given the product [ClH:50].[ClH:50].[NH2:7][CH2:8][CH2:9][CH2:10][CH2:11][C@H:12]([NH:13][C:14]([CH2:15][NH:16][C:17]([C:19]1[CH:42]=[CH:41][C:22]2[N:23]([CH3:40])[C:24]([NH:26][C:27]3[S:28][C:29]4[CH:35]=[C:34]([C:36]([F:38])([F:39])[F:37])[CH:33]=[CH:32][C:30]=4[N:31]=3)=[N:25][C:21]=2[CH:20]=1)=[O:18])=[O:43])[C:44](=[O:48])[N:45]([CH3:46])[CH3:47], predict the reactants needed to synthesize it. The reactants are: C(OC(=O)[NH:7][CH2:8][CH2:9][CH2:10][CH2:11][C@@H:12]([C:44](=[O:48])[N:45]([CH3:47])[CH3:46])[NH:13][C:14](=[O:43])[CH2:15][NH:16][C:17]([C:19]1[CH:42]=[CH:41][C:22]2[N:23]([CH3:40])[C:24]([NH:26][C:27]3[S:28][C:29]4[CH:35]=[C:34]([C:36]([F:39])([F:38])[F:37])[CH:33]=[CH:32][C:30]=4[N:31]=3)=[N:25][C:21]=2[CH:20]=1)=[O:18])(C)(C)C.[ClH:50]. (3) Given the product [Br:1][C:2]1[CH:7]=[CH:6][C:5]([O:8][CH2:14][CH2:15][O:16][CH2:17][CH2:18][O:19][CH3:20])=[C:4]([Cl:9])[CH:3]=1, predict the reactants needed to synthesize it. The reactants are: [Br:1][C:2]1[CH:7]=[CH:6][C:5]([OH:8])=[C:4]([Cl:9])[CH:3]=1.S(C1C=CC(C)=CC=1)(O[CH2:14][CH2:15][O:16][CH2:17][CH2:18][O:19][CH3:20])(=O)=O. (4) The reactants are: Cl.[CH3:2][C:3]1[O:4][C:5]2[C:14]3[CH:13]([CH2:15][CH2:16][NH2:17])[CH2:12][CH2:11][C:10]=3[CH:9]=[CH:8][C:6]=2[N:7]=1.C(N(CC)CC)C.[C:25](Cl)(=[O:32])[C:26]1[CH:31]=[CH:30][CH:29]=[CH:28][CH:27]=1.C(=O)([O-])O.[Na+]. Given the product [CH3:2][C:3]1[O:4][C:5]2[C:14]3[CH:13]([CH2:15][CH2:16][NH:17][C:25](=[O:32])[C:26]4[CH:31]=[CH:30][CH:29]=[CH:28][CH:27]=4)[CH2:12][CH2:11][C:10]=3[CH:9]=[CH:8][C:6]=2[N:7]=1, predict the reactants needed to synthesize it.